This data is from Aqueous solubility values for 9,982 compounds from the AqSolDB database. The task is: Regression/Classification. Given a drug SMILES string, predict its absorption, distribution, metabolism, or excretion properties. Task type varies by dataset: regression for continuous measurements (e.g., permeability, clearance, half-life) or binary classification for categorical outcomes (e.g., BBB penetration, CYP inhibition). For this dataset (solubility_aqsoldb), we predict Y. (1) The molecule is CC1(C(=O)O)CCCC=C1C(=O)O. The Y is -1.96 log mol/L. (2) The compound is C=CC=O. The Y is 0.569 log mol/L. (3) The molecule is O=C1CC2OCC=C3C[N+]4(O)CCC56c7ccccc7N1C5C2C3CC64. The Y is -1.28 log mol/L. (4) The compound is Nc1cc([N+](=O)[O-])ccc1I. The Y is -4.42 log mol/L. (5) The Y is -0.0574 log mol/L. The compound is O=C1CCCCC1. (6) The drug is [F-].[F-].[Ni+2]. The Y is -0.383 log mol/L. (7) The molecule is Cc1c(Nc2nc(Cl)nc(Nc3ccccc3S(=O)(=O)[O-])n2)c(C)c(S(=O)(=O)[O-])c(C)c1Nc1cc(S(=O)(=O)[O-])c(N)c2c1C(=O)c1ccccc1C2=O.[Na+].[Na+].[Na+]. The Y is -0.424 log mol/L.